Dataset: Reaction yield outcomes from USPTO patents with 853,638 reactions. Task: Predict the reaction yield, written as a fraction of the theoretical maximum amount of product (1.0 means a 100% yield; for example, 0.34 means a 34% yield). The reactants are Cl[CH2:2][CH2:3][NH:4][C:5](=O)[C:6]1[CH:11]=[CH:10][CH:9]=[CH:8][CH:7]=1.P(Cl)(Cl)(Cl)(Cl)Cl.[CH:19]([C:22]1[C:30]2[C:29]3[CH:31]=[CH:32][CH:33]=[CH:34][C:28]=3[O:27][C:26]=2[CH:25]=[C:24]([CH:35]([CH3:37])[CH3:36])[C:23]=1[NH2:38])([CH3:21])[CH3:20]. The catalyst is C1(C)C=CC=C(C)C=1. The product is [CH:19]([C:22]1[C:30]2[C:29]3[CH:31]=[CH:32][CH:33]=[CH:34][C:28]=3[O:27][C:26]=2[CH:25]=[C:24]([CH:35]([CH3:37])[CH3:36])[C:23]=1[N:38]1[CH2:2][CH2:3][N:4]=[C:5]1[C:6]1[CH:11]=[CH:10][CH:9]=[CH:8][CH:7]=1)([CH3:21])[CH3:20]. The yield is 0.540.